This data is from Full USPTO retrosynthesis dataset with 1.9M reactions from patents (1976-2016). The task is: Predict the reactants needed to synthesize the given product. (1) Given the product [Cl:2][C:3]1[CH:8]=[C:7]([Cl:9])[CH:6]=[CH:5][C:4]=1[S:10]([NH:13][CH2:14][CH2:15][CH2:16][CH2:17][NH:18][C:19]([C@@H:20]([NH:21][C:37]([C:29]1[O:30][C:31]2[C:32](=[N:33][CH:34]=[CH:35][CH:36]=2)[C:28]=1[CH3:27])=[O:38])[CH2:22][CH:23]([CH3:24])[CH3:25])=[O:26])(=[O:11])=[O:12], predict the reactants needed to synthesize it. The reactants are: Cl.[Cl:2][C:3]1[CH:8]=[C:7]([Cl:9])[CH:6]=[CH:5][C:4]=1[S:10]([NH:13][CH2:14][CH2:15][CH2:16][CH2:17][NH:18][C:19](=[O:26])[C@H:20]([CH2:22][CH:23]([CH3:25])[CH3:24])[NH2:21])(=[O:12])=[O:11].[CH3:27][C:28]1[C:32]2=[N:33][CH:34]=[CH:35][CH:36]=[C:31]2[O:30][C:29]=1[C:37](O)=[O:38].C1C=CC2N(O)N=NC=2C=1.CCN=C=NCCCN(C)C.Cl.C(N(CC)CC)C. (2) Given the product [CH3:22][O:21][C:18]1[CH:19]=[CH:20][C:14]2[N+:13]([O-:23])=[N:12][C:11]([NH:9][CH2:8][CH2:7][N:1]3[CH2:6][CH2:5][CH2:4][CH2:3][CH2:2]3)=[N:16][C:15]=2[CH:17]=1, predict the reactants needed to synthesize it. The reactants are: [N:1]1([CH2:7][CH2:8][NH2:9])[CH2:6][CH2:5][CH2:4][CH2:3][CH2:2]1.Cl[C:11]1[N:12]=[N+:13]([O-:23])[C:14]2[CH:20]=[CH:19][C:18]([O:21][CH3:22])=[CH:17][C:15]=2[N:16]=1. (3) The reactants are: N[C:2]1[CH:11]=[C:10]([F:12])[C:9]([CH3:13])=[CH:8][C:3]=1[C:4]([O:6][CH3:7])=[O:5].N([O-])=O.[Na+].C(OCC)(=O)C.[BrH:24]. Given the product [Br:24][C:2]1[CH:11]=[C:10]([F:12])[C:9]([CH3:13])=[CH:8][C:3]=1[C:4]([O:6][CH3:7])=[O:5], predict the reactants needed to synthesize it. (4) Given the product [Cl:1][C:2]1[CH:3]=[C:4]([CH:8]=[C:9]([OH:11])[CH:10]=1)[C:5]([NH2:21])=[O:6], predict the reactants needed to synthesize it. The reactants are: [Cl:1][C:2]1[CH:3]=[C:4]([CH:8]=[C:9]([OH:11])[CH:10]=1)[C:5](O)=[O:6].C(Cl)(=O)C(Cl)=O.N.CC[N:21](C(C)C)C(C)C. (5) Given the product [O:19]=[S:11]1(=[O:20])[C:12]2[CH:18]=[CH:17][CH:16]=[CH:15][C:13]=2[NH:14][C:9]([C:6]2[C:7](=[O:8])[N:2]([N:1]=[CH:31][C:26]3[CH:27]=[CH:28][CH:29]=[CH:30][N:25]=3)[C:3]3[CH:24]=[CH:23][S:22][C:4]=3[C:5]=2[OH:21])=[N:10]1, predict the reactants needed to synthesize it. The reactants are: [NH2:1][N:2]1[C:7](=[O:8])[C:6]([C:9]2[NH:14][C:13]3[CH:15]=[CH:16][CH:17]=[CH:18][C:12]=3[S:11](=[O:20])(=[O:19])[N:10]=2)=[C:5]([OH:21])[C:4]2[S:22][CH:23]=[CH:24][C:3]1=2.[N:25]1[CH:30]=[CH:29][CH:28]=[CH:27][C:26]=1[CH:31]=O. (6) Given the product [CH2:1]([O:5][C:6]([C:8]1[N:13]=[C:12]([Br:28])[C:11]2[C:15]([C:18]3[CH:23]=[CH:22][C:21]([F:24])=[CH:20][CH:19]=3)=[CH:16][S:17][C:10]=2[C:9]=1[OH:25])=[O:7])[CH2:2][CH2:3][CH3:4], predict the reactants needed to synthesize it. The reactants are: [CH2:1]([O:5][C:6]([C:8]1[N:13]=[C:12](O)[C:11]2[C:15]([C:18]3[CH:23]=[CH:22][C:21]([F:24])=[CH:20][CH:19]=3)=[CH:16][S:17][C:10]=2[C:9]=1[OH:25])=[O:7])[CH2:2][CH2:3][CH3:4].P(Br)(Br)([Br:28])=O.